From a dataset of Catalyst prediction with 721,799 reactions and 888 catalyst types from USPTO. Predict which catalyst facilitates the given reaction. Reactant: [CH2:1]([C:3]1[C:4]([CH3:20])=[C:5]([C:12]2[CH:13]=[C:14]([CH:17]=[CH:18][CH:19]=2)[C:15]#[N:16])[C:6]([CH3:11])=[N:7][C:8]=1[O:9]C)[CH3:2].[I-].[Na+].Cl[Si](C)(C)C.C(#N)C. Product: [CH2:1]([C:3]1[C:8](=[O:9])[NH:7][C:6]([CH3:11])=[C:5]([C:12]2[CH:13]=[C:14]([CH:17]=[CH:18][CH:19]=2)[C:15]#[N:16])[C:4]=1[CH3:20])[CH3:2]. The catalyst class is: 6.